This data is from Kir2.1 potassium channel HTS with 301,493 compounds. The task is: Binary Classification. Given a drug SMILES string, predict its activity (active/inactive) in a high-throughput screening assay against a specified biological target. The molecule is O=C(Nc1cc(n2nnnc2)ccc1)C1CN(CCC1)Cc1c(c(c(OC)cc1)C)C. The result is 0 (inactive).